Dataset: Reaction yield outcomes from USPTO patents with 853,638 reactions. Task: Predict the reaction yield, written as a fraction of the theoretical maximum amount of product (1.0 means a 100% yield; for example, 0.34 means a 34% yield). (1) The reactants are [Cr](Cl)([O-])(=O)=O.[NH+]1C=CC=CC=1.[Br:12][C:13]1[CH:14]=[C:15]2[C:20](=[CH:21][CH:22]=1)[CH:19]=[C:18]([CH2:23][OH:24])[CH:17]=[CH:16]2. The catalyst is ClCCl. The product is [Br:12][C:13]1[CH:14]=[C:15]2[C:20](=[CH:21][CH:22]=1)[CH:19]=[C:18]([CH:23]=[O:24])[CH:17]=[CH:16]2. The yield is 0.940. (2) The reactants are [H-].[Na+].Cl[C:4]1[C:9]([C:10]([NH:12][CH2:13][C:14]2[CH:19]=[CH:18][CH:17]=[C:16]([F:20])[CH:15]=2)=[O:11])=[C:8]([CH3:21])[CH:7]=[C:6]([Cl:22])[N:5]=1.[OH2:23].[CH3:24]O. No catalyst specified. The product is [Cl:22][C:6]1[N:5]=[C:4]([O:23][CH3:24])[C:9]([C:10]([NH:12][CH2:13][C:14]2[CH:19]=[CH:18][CH:17]=[C:16]([F:20])[CH:15]=2)=[O:11])=[C:8]([CH3:21])[CH:7]=1. The yield is 0.540. (3) The reactants are [Cl:1][C:2]1[CH:7]=[CH:6][C:5]([C:8]([NH:10][CH2:11][C:12]2[S:16][C:15]([S:17](Cl)(=[O:19])=[O:18])=[CH:14][CH:13]=2)=[O:9])=[CH:4][CH:3]=1.[S:21]1[CH2:25][CH2:24][S:23][CH:22]1[C:26]1[CH:31]=[CH:30][C:29]([C:32]2[S:33][CH:34]=[C:35]([C:37]([NH:39][NH2:40])=[O:38])[N:36]=2)=[CH:28][CH:27]=1.N1C=CC=CC=1. The catalyst is C(Cl)(Cl)Cl. The product is [Cl:1][C:2]1[CH:7]=[CH:6][C:5]([C:8]([NH:10][CH2:11][C:12]2[S:16][C:15]([S:17]([NH:40][NH:39][C:37]([C:35]3[N:36]=[C:32]([C:29]4[CH:28]=[CH:27][C:26]([CH:22]5[S:21][CH2:25][CH2:24][S:23]5)=[CH:31][CH:30]=4)[S:33][CH:34]=3)=[O:38])(=[O:19])=[O:18])=[CH:14][CH:13]=2)=[O:9])=[CH:4][CH:3]=1. The yield is 0.800.